Dataset: Catalyst prediction with 721,799 reactions and 888 catalyst types from USPTO. Task: Predict which catalyst facilitates the given reaction. Reactant: C[O:2][C:3](=[O:43])[C:4]1[CH:9]=[CH:8][C:7]([NH:10][C:11]([C@H:13]2[C@H:17]([C:18]3[CH:23]=[CH:22][CH:21]=[C:20]([Cl:24])[C:19]=3[F:25])[C@:16]([C:28]3[CH:33]=[CH:32][C:31]([Cl:34])=[CH:30][C:29]=3[F:35])([C:26]#[N:27])[C@H:15]([CH2:36][C:37]([CH3:40])([CH3:39])[CH3:38])[NH:14]2)=[O:12])=[C:6]([O:41][CH3:42])[CH:5]=1.[CH3:44][C:45]([OH:47])=[O:46].C(O[BH-](O[C:58](=O)[CH3:59])OC(=O)C)(=O)C.[Na+].[Li+].[OH-].[CH2:64]1[CH2:68]OC[CH2:65]1. Product: [Cl:24][C:20]1[C:19]([F:25])=[C:18]([C@@H:17]2[C@:16]([C:28]3[CH:33]=[CH:32][C:31]([Cl:34])=[CH:30][C:29]=3[F:35])([C:26]#[N:27])[C@H:15]([CH2:36][C:37]([CH3:40])([CH3:38])[CH3:39])[N:14]([CH2:65][C@H:64]3[CH2:68][C@@H:44]3[C:45]([O:47][CH2:58][CH3:59])=[O:46])[C@H:13]2[C:11]([NH:10][C:7]2[CH:8]=[CH:9][C:4]([C:3]([OH:2])=[O:43])=[CH:5][C:6]=2[O:41][CH3:42])=[O:12])[CH:23]=[CH:22][CH:21]=1. The catalyst class is: 74.